From a dataset of Forward reaction prediction with 1.9M reactions from USPTO patents (1976-2016). Predict the product of the given reaction. The product is: [O:1]1[C:5]2[CH:6]=[CH:7][C:8]([C:10]([C:12]3[CH:17]=[CH:16][C:15]([O:18][CH3:19])=[C:14]([O:20][CH2:21][CH3:22])[CH:13]=3)=[O:11])=[CH:9][C:4]=2[CH:3]=[CH:2]1. Given the reactants [O:1]1[C:5]2[CH:6]=[CH:7][C:8]([CH:10]([C:12]3[CH:17]=[CH:16][C:15]([O:18][CH3:19])=[C:14]([O:20][CH2:21][CH3:22])[CH:13]=3)[OH:11])=[CH:9][C:4]=2[CH:3]=[CH:2]1, predict the reaction product.